This data is from Catalyst prediction with 721,799 reactions and 888 catalyst types from USPTO. The task is: Predict which catalyst facilitates the given reaction. (1) The catalyst class is: 1. Product: [CH2:19]([N:26]1[C@@H:31]2[C@H:32]([C:34]#[N:35])[CH2:33][C@@:27]1([C:37]1[CH:42]=[CH:41][CH:40]=[CH:39][CH:38]=1)[C@H:28]([O:36][CH2:8][C:7]1[CH:6]=[C:5]([C:4]([F:18])([F:17])[F:3])[CH:12]=[C:11]([C:13]([F:16])([F:15])[F:14])[CH:10]=1)[CH2:29][CH2:30]2)[C:20]1[CH:21]=[CH:22][CH:23]=[CH:24][CH:25]=1. Reactant: [H-].[Na+].[F:3][C:4]([F:18])([F:17])[C:5]1[CH:6]=[C:7]([CH:10]=[C:11]([C:13]([F:16])([F:15])[F:14])[CH:12]=1)[CH2:8]Br.[CH2:19]([N:26]1[C@@H:31]2[C@H:32]([C:34]#[N:35])[CH2:33][C@@:27]1([C:37]1[CH:42]=[CH:41][CH:40]=[CH:39][CH:38]=1)[C@H:28]([OH:36])[CH2:29][CH2:30]2)[C:20]1[CH:25]=[CH:24][CH:23]=[CH:22][CH:21]=1. (2) Reactant: [Cl:1][C:2]1[CH:9]=[CH:8][C:5]([CH:6]=O)=[C:4]([F:10])[CH:3]=1.[CH3:11][NH2:12]. Product: [Cl:1][C:2]1[CH:9]=[CH:8][C:5](/[CH:6]=[N:12]/[CH3:11])=[C:4]([F:10])[CH:3]=1. The catalyst class is: 2. (3) Reactant: C([N:8]1[CH2:13][CH:12]([CH2:14][OH:15])[NH:11][C:10](=[O:16])[CH2:9]1)C1C=CC=CC=1.[C:17](=[O:28])([O:23][C:24]([CH3:27])([CH3:26])[CH3:25])OC(C)(C)C.[H][H]. Product: [C:24]([O:23][C:17]([N:8]1[CH2:9][C:10](=[O:16])[NH:11][C@@H:12]([CH2:14][OH:15])[CH2:13]1)=[O:28])([CH3:25])([CH3:26])[CH3:27]. The catalyst class is: 29. (4) Reactant: C([S:4][CH:5]([CH3:12])[CH:6]([CH3:11])[C:7]([O:9][CH3:10])=[O:8])(=O)C. Product: [SH:4][CH:5]([CH3:12])[CH:6]([CH3:11])[C:7]([O:9][CH3:10])=[O:8]. The catalyst class is: 5. (5) Reactant: C[O:2][C:3](=[O:21])[C:4]1[CH:9]=[C:8]([N:10]([S:12]([CH3:15])(=[O:14])=[O:13])[CH3:11])[N:7]=[C:6]([NH:16][C@H:17]([CH2:19][CH3:20])[CH3:18])[CH:5]=1.[OH-].[K+:23].Cl. Product: [K+:23].[C@@H:17]([NH:16][C:6]1[CH:5]=[C:4]([CH:9]=[C:8]([N:10]([S:12]([CH3:15])(=[O:14])=[O:13])[CH3:11])[N:7]=1)[C:3]([O-:21])=[O:2])([CH2:19][CH3:20])[CH3:18]. The catalyst class is: 6. (6) Reactant: FC(F)(F)S(O[C:7]1[CH:12]=[CH:11][C:10]([N:13]2[C:18]3=[N:19][C:20]4[C:25]([Cl:26])=[CH:24][CH:23]=[C:22]([CH:27]([O:32][CH:33]([F:35])[F:34])[C:28]([F:31])([F:30])[F:29])[C:21]=4[N:17]3[CH2:16][CH2:15][CH2:14]2)=[C:9]([CH3:36])[N:8]=1)(=O)=O.[NH:39]1[CH2:44][CH2:43][O:42][CH2:41][CH2:40]1. Product: [Cl:26][C:25]1[C:20]2[N:19]=[C:18]3[N:13]([C:10]4[C:9]([CH3:36])=[N:8][C:7]([N:39]5[CH2:44][CH2:43][O:42][CH2:41][CH2:40]5)=[CH:12][CH:11]=4)[CH2:14][CH2:15][CH2:16][N:17]3[C:21]=2[C:22]([CH:27]([O:32][CH:33]([F:35])[F:34])[C:28]([F:29])([F:30])[F:31])=[CH:23][CH:24]=1. The catalyst class is: 35. (7) Reactant: Cl[C:2]1[CH:11]=[C:10]([Cl:12])[C:9]2[C:4](=[CH:5][CH:6]=[C:7]([Cl:13])[CH:8]=2)[N:3]=1.[Br:14][C:15]1[CH:16]=[CH:17][C:18]2[CH2:24][NH:23][CH2:22][CH2:21][CH2:20][C:19]=2[CH:25]=1.C(O)CCC. Product: [Br:14][C:15]1[CH:16]=[CH:17][C:18]2[CH2:24][N:23]([C:2]3[CH:11]=[C:10]([Cl:12])[C:9]4[C:4](=[CH:5][CH:6]=[C:7]([Cl:13])[CH:8]=4)[N:3]=3)[CH2:22][CH2:21][CH2:20][C:19]=2[CH:25]=1. The catalyst class is: 13. (8) Reactant: C[O:2][C:3](=[O:13])[CH:4]=[CH:5][C:6]1[CH:7]=[N:8][C:9]([Cl:12])=[CH:10][CH:11]=1.[Li+].[OH-].O.Cl. Product: [Cl:12][C:9]1[N:8]=[CH:7][C:6]([CH:5]=[CH:4][C:3]([OH:13])=[O:2])=[CH:11][CH:10]=1. The catalyst class is: 20. (9) Reactant: [NH2:1][C:2]1[CH:10]=[CH:9][CH:8]=[C:7]2[C:3]=1[CH:4]=[CH:5][N:6]2[CH2:11][C:12]1[CH:17]=[CH:16][N:15]=[C:14]2[N:18](C(OC(C)(C)C)=O)[CH:19]=[CH:20][C:13]=12.[Cl:28][C:29]1[CH:30]=[CH:31][C:32]([O:38][CH3:39])=[C:33]([N:35]=[C:36]=[O:37])[CH:34]=1. Product: [ClH:28].[O:38]([C:32]1[CH:31]=[CH:30][C:29]([Cl:28])=[CH:34][C:33]=1[NH:35][C:36]([NH:1][C:2]1[CH:10]=[CH:9][CH:8]=[C:7]2[C:3]=1[CH:4]=[CH:5][N:6]2[CH2:11][C:12]1[CH:17]=[CH:16][N:15]=[C:14]2[NH:18][CH:19]=[CH:20][C:13]=12)=[O:37])[CH3:39]. The catalyst class is: 2. (10) Reactant: C[O:2][C:3](=[O:16])[CH2:4][C:5]1[CH:10]=[C:9]([CH:11]2[CH2:13][CH2:12]2)[C:8]([CH3:14])=[CH:7][C:6]=1[CH3:15].[OH-].[Na+]. Product: [CH:11]1([C:9]2[C:8]([CH3:14])=[CH:7][C:6]([CH3:15])=[C:5]([CH2:4][C:3]([OH:16])=[O:2])[CH:10]=2)[CH2:12][CH2:13]1. The catalyst class is: 5.